Dataset: HIV replication inhibition screening data with 41,000+ compounds from the AIDS Antiviral Screen. Task: Binary Classification. Given a drug SMILES string, predict its activity (active/inactive) in a high-throughput screening assay against a specified biological target. (1) The compound is Brc1ccc(CCc2ncc[nH]2)cc1. The result is 0 (inactive). (2) The drug is COc1cccc(C2c3cc4c(cc3OC(N3CCCC3)C2c2ccccc2)OCO4)c1O. The result is 0 (inactive). (3) The molecule is O=C1NC(=O)C(=Cc2cccc(Br)c2)C(=O)N1. The result is 0 (inactive). (4) The molecule is N=c1[nH][nH]c2c(C(=O)Nc3ccccc3)c(N)nc(S)c12. The result is 0 (inactive). (5) The drug is O=C(CC(C(=O)c1ccsc1)c1cccs1)c1ccccc1. The result is 0 (inactive). (6) The drug is Cc1ccc(C)c2c1n1c(=O)n(C)c(=O)n21. The result is 0 (inactive). (7) The molecule is Cc1occc1C(=S)Nc1ccc(Cl)c(C=NOC(C)C)c1. The result is 1 (active). (8) The drug is COc1ccc(C2c3cc4c(cc3OC(N3CCOCC3)C2C)OCO4)cc1. The result is 0 (inactive).